From a dataset of Reaction yield outcomes from USPTO patents with 853,638 reactions. Predict the reaction yield, written as a fraction of the theoretical maximum amount of product (1.0 means a 100% yield; for example, 0.34 means a 34% yield). (1) The reactants are [F:1][C:2]1[CH:7]=[CH:6][CH:5]=[C:4]([F:8])[C:3]=1[CH:9]1[CH2:14][O:13][C:12]2[CH:15]=[C:16](B3OC(C)(C)C(C)(C)O3)[CH:17]=[N:18][C:11]=2[NH:10]1.[CH2:28]([N:30]1[C:34](OS(C(F)(F)F)(=O)=O)=[CH:33][C:32]([C:43]([F:46])([F:45])[F:44])=[N:31]1)[CH3:29].C1(P(C2CCCCC2)C2C=CC=CC=2C2C(OC)=CC=CC=2OC)CCCCC1.C([O-])([O-])=O.[K+].[K+]. The catalyst is O1CCOCC1.C1C=CC([P]([Pd]([P](C2C=CC=CC=2)(C2C=CC=CC=2)C2C=CC=CC=2)([P](C2C=CC=CC=2)(C2C=CC=CC=2)C2C=CC=CC=2)[P](C2C=CC=CC=2)(C2C=CC=CC=2)C2C=CC=CC=2)(C2C=CC=CC=2)C2C=CC=CC=2)=CC=1.C(OCC)(=O)C.CCCCCC. The product is [F:8][C:4]1[CH:5]=[CH:6][CH:7]=[C:2]([F:1])[C:3]=1[CH:9]1[CH2:14][O:13][C:12]2[CH:15]=[C:16]([C:34]3[N:30]([CH2:28][CH3:29])[N:31]=[C:32]([C:43]([F:44])([F:46])[F:45])[CH:33]=3)[CH:17]=[N:18][C:11]=2[NH:10]1. The yield is 0.440. (2) The reactants are [Cl:1][C:2]1[CH:19]=[CH:18][C:5]([CH2:6][N:7]2[C:12]([S:13][CH2:14][CH3:15])=[N:11][C:10](=[O:16])[NH:9][C:8]2=[O:17])=[CH:4][CH:3]=1.[CH3:20][O:21][C:22]1[N:27]=[CH:26][C:25]([CH2:28]O)=[CH:24][CH:23]=1.C1(P(C2C=CC=CC=2)C2C=CC=CC=2)C=CC=CC=1.O1CCOCC1. The catalyst is O. The product is [Cl:1][C:2]1[CH:3]=[CH:4][C:5]([CH2:6][N:7]2[CH:12]([S:13][CH2:14][CH3:15])[NH:11][C:10](=[O:16])[N:9]([CH2:28][C:25]3[CH:26]=[N:27][C:22]([O:21][CH3:20])=[CH:23][CH:24]=3)[C:8]2=[O:17])=[CH:18][CH:19]=1. The yield is 0.910. (3) The reactants are Br[C:2]1[C:3]2[C:8]([C:9]([Br:16])=[C:10]3[C:15]=1[CH:14]=[CH:13][CH:12]=[CH:11]3)=[CH:7][CH:6]=[CH:5][CH:4]=2.[Li]CCCC.CN([CH:25]=[O:26])C.C(Cl)Cl.CCCCCC. The catalyst is C1COCC1. The product is [Br:16][C:9]1[C:10]2[C:15]([C:2]([CH:25]=[O:26])=[C:3]3[C:8]=1[CH:7]=[CH:6][CH:5]=[CH:4]3)=[CH:14][CH:13]=[CH:12][CH:11]=2. The yield is 0.680. (4) The catalyst is CO. The reactants are [Br:1][C:2]1[CH:3]=[CH:4][C:5]([N:8]2[CH:12]=[C:11]([CH2:13][CH2:14][CH2:15][O:16][C:17]3[C:22]([CH2:23][CH3:24])=[CH:21][CH:20]=[CH:19][C:18]=3[CH2:25][C:26]([O:28]C)=[O:27])[C:10]([CH:30]([CH3:32])[CH3:31])=[N:9]2)=[N:6][CH:7]=1.[OH-].[Na+].O1CCCC1.Cl. The product is [Br:1][C:2]1[CH:3]=[CH:4][C:5]([N:8]2[CH:12]=[C:11]([CH2:13][CH2:14][CH2:15][O:16][C:17]3[C:22]([CH2:23][CH3:24])=[CH:21][CH:20]=[CH:19][C:18]=3[CH2:25][C:26]([OH:28])=[O:27])[C:10]([CH:30]([CH3:31])[CH3:32])=[N:9]2)=[N:6][CH:7]=1. The yield is 0.760. (5) The reactants are [OH:1][C:2]1[CH:3]=[C:4]([C:8]#[CH:9])[CH:5]=[CH:6][CH:7]=1.Br[CH2:11][CH2:12][O:13][CH3:14].C(=O)([O-])[O-].[K+].[K+].O. The catalyst is CC(C)=O. The product is [CH3:14][O:13][CH2:12][CH2:11][O:1][C:2]1[CH:3]=[C:4]([C:8]#[CH:9])[CH:5]=[CH:6][CH:7]=1. The yield is 0.700. (6) The reactants are [F:1][C:2]1[CH:7]=[CH:6][C:5]([C:8]([CH3:12])([CH3:11])[CH2:9][NH2:10])=[CH:4][CH:3]=1.C[CH2:14][N:15]([CH:19](C)C)C(C)C.ClN1C=C(Cl)[S:25][NH:24]1.C(Cl)[Cl:30]. No catalyst specified. The product is [Cl:30][C:19]1[N:15]=[C:14]([NH:10][CH2:9][C:8]([C:5]2[CH:4]=[CH:3][C:2]([F:1])=[CH:7][CH:6]=2)([CH3:12])[CH3:11])[S:25][N:24]=1. The yield is 0.940.